Dataset: Full USPTO retrosynthesis dataset with 1.9M reactions from patents (1976-2016). Task: Predict the reactants needed to synthesize the given product. (1) Given the product [CH2:20]([O:27][C:28]([N:30]1[CH2:35][CH2:34][N:33]([C:2]2[C:11]3[C:6](=[CH:7][C:8]([CH3:12])=[CH:9][CH:10]=3)[N:5]=[C:4]([C:13]3[CH:18]=[CH:17][CH:16]=[CH:15][C:14]=3[OH:19])[N:3]=2)[CH:32]([CH2:36][OH:37])[CH2:31]1)=[O:29])[C:21]1[CH:26]=[CH:25][CH:24]=[CH:23][CH:22]=1, predict the reactants needed to synthesize it. The reactants are: Cl[C:2]1[C:11]2[C:6](=[CH:7][C:8]([CH3:12])=[CH:9][CH:10]=2)[N:5]=[C:4]([C:13]2[CH:18]=[CH:17][CH:16]=[CH:15][C:14]=2[OH:19])[N:3]=1.[CH2:20]([O:27][C:28]([N:30]1[CH2:35][CH2:34][NH:33][CH:32]([CH2:36][OH:37])[CH2:31]1)=[O:29])[C:21]1[CH:26]=[CH:25][CH:24]=[CH:23][CH:22]=1.C(N(CC)CC)C. (2) Given the product [C:2]([Cl:4])(=[O:3])[C:1]1[CH:12]=[CH:13][CH:14]=[N:15][CH:16]=1, predict the reactants needed to synthesize it. The reactants are: [C:1](Cl)(=O)[C:2]([Cl:4])=[O:3].CN(C=O)C.[C:12](O)(=O)[C:13]1C=C[CH:16]=[N:15][CH:14]=1. (3) Given the product [C:48]([CH2:47][C@H:33]1[CH2:32][CH2:31][C@H:30]([N:29]2[C:21]3=[C:22]4[S:28][CH:27]=[CH:26][C:23]4=[N:24][CH:25]=[C:20]3[N:19]=[C:3]2[C@H:2]([OH:1])[CH3:6])[CH2:35][C@H:34]1[NH:36][C:37](=[O:46])[O:38][CH2:39][C:40]1[CH:45]=[CH:44][CH:43]=[CH:42][CH:41]=1)#[N:49], predict the reactants needed to synthesize it. The reactants are: [OH:1][C@H:2]([CH3:6])[C:3](N)=O.F[B-](F)(F)F.C([O+](CC)CC)C.[NH2:19][C:20]1[C:21]([NH:29][C@@H:30]2[CH2:35][C@@H:34]([NH:36][C:37](=[O:46])[O:38][CH2:39][C:40]3[CH:45]=[CH:44][CH:43]=[CH:42][CH:41]=3)[C@@H:33]([CH2:47][C:48]#[N:49])[CH2:32][CH2:31]2)=[C:22]2[S:28][CH:27]=[CH:26][C:23]2=[N:24][CH:25]=1.